Task: Regression. Given two drug SMILES strings and cell line genomic features, predict the synergy score measuring deviation from expected non-interaction effect.. Dataset: NCI-60 drug combinations with 297,098 pairs across 59 cell lines (1) Drug 1: C1CC(=O)NC(=O)C1N2CC3=C(C2=O)C=CC=C3N. Drug 2: C1=C(C(=O)NC(=O)N1)N(CCCl)CCCl. Cell line: OVCAR-4. Synergy scores: CSS=7.05, Synergy_ZIP=-0.178, Synergy_Bliss=5.27, Synergy_Loewe=4.98, Synergy_HSA=5.31. (2) Drug 1: CC1C(C(CC(O1)OC2CC(CC3=C2C(=C4C(=C3O)C(=O)C5=C(C4=O)C(=CC=C5)OC)O)(C(=O)C)O)N)O.Cl. Drug 2: C(CC(=O)O)C(=O)CN.Cl. Cell line: MALME-3M. Synergy scores: CSS=22.9, Synergy_ZIP=-7.44, Synergy_Bliss=-2.65, Synergy_Loewe=-17.3, Synergy_HSA=-3.06. (3) Drug 1: C(=O)(N)NO. Drug 2: CN(C(=O)NC(C=O)C(C(C(CO)O)O)O)N=O. Cell line: K-562. Synergy scores: CSS=9.49, Synergy_ZIP=-1.66, Synergy_Bliss=-1.62, Synergy_Loewe=-3.06, Synergy_HSA=-1.83. (4) Drug 1: C1CC(=O)NC(=O)C1N2CC3=C(C2=O)C=CC=C3N. Drug 2: CC1=C(C=C(C=C1)NC(=O)C2=CC=C(C=C2)CN3CCN(CC3)C)NC4=NC=CC(=N4)C5=CN=CC=C5. Cell line: HCC-2998. Synergy scores: CSS=-8.95, Synergy_ZIP=2.08, Synergy_Bliss=-4.69, Synergy_Loewe=-7.04, Synergy_HSA=-9.00.